From a dataset of Forward reaction prediction with 1.9M reactions from USPTO patents (1976-2016). Predict the product of the given reaction. (1) Given the reactants S(Cl)([Cl:3])=O.[NH2:5][C:6]1[N:11]=[C:10]([CH3:12])[C:9]([CH2:13][C:14]2[CH:19]=[CH:18][C:17]([CH2:20]O)=[CH:16][C:15]=2[F:22])=[C:8]([NH:23][CH2:24][CH2:25][CH2:26][CH2:27][CH3:28])[N:7]=1, predict the reaction product. The product is: [Cl:3][CH2:20][C:17]1[CH:18]=[CH:19][C:14]([CH2:13][C:9]2[C:8]([NH:23][CH2:24][CH2:25][CH2:26][CH2:27][CH3:28])=[N:7][C:6]([NH2:5])=[N:11][C:10]=2[CH3:12])=[C:15]([F:22])[CH:16]=1. (2) Given the reactants [C:1]12[C:7](=[CH:8][CH:9]=[CH:10][CH:11]=1)[NH:6]C(=O)[O:4][C:2]2=O.Cl.[CH3:14][O:15][C:16](=[O:25])[C@H:17]([C:19]1[CH:24]=[CH:23][CH:22]=[CH:21][CH:20]=1)[NH2:18].C(N(CC)CC)C, predict the reaction product. The product is: [CH3:14][O:15][C:16](=[O:25])[C@@H:17]([NH:18][C:2](=[O:4])[C:1]1[CH:11]=[CH:10][CH:9]=[CH:8][C:7]=1[NH2:6])[C:19]1[CH:20]=[CH:21][CH:22]=[CH:23][CH:24]=1. (3) Given the reactants [Cl:1][C:2]1[CH:3]=[C:4]([NH:9][C:10]2[N:15]=[C:14]([NH:16][CH2:17][CH2:18][CH2:19][O:20][CH3:21])[C:13]([C:22]3[CH:30]=[C:29]4[C:25]([CH:26]=[C:27]([C:38]([O:40][CH3:41])=[O:39])[N:28]4C(OC(C)(C)C)=O)=[CH:24][CH:23]=3)=[CH:12][N:11]=2)[CH:5]=[CH:6][C:7]=1[F:8].FC(F)(F)C(O)=O, predict the reaction product. The product is: [Cl:1][C:2]1[CH:3]=[C:4]([NH:9][C:10]2[N:15]=[C:14]([NH:16][CH2:17][CH2:18][CH2:19][O:20][CH3:21])[C:13]([C:22]3[CH:30]=[C:29]4[C:25]([CH:26]=[C:27]([C:38]([O:40][CH3:41])=[O:39])[NH:28]4)=[CH:24][CH:23]=3)=[CH:12][N:11]=2)[CH:5]=[CH:6][C:7]=1[F:8]. (4) Given the reactants [CH3:1][O:2][C:3]1[CH:4]=[C:5]2[C:10](=[CH:11][C:12]=1[O:13][CH3:14])[N:9]=[CH:8][CH:7]=[C:6]2[O:15][C:16]1[CH:21]=[CH:20][C:19]([CH3:22])=[CH:18][C:17]=1[N+:23]([O-])=O.[H][H], predict the reaction product. The product is: [NH2:23][C:17]1[CH:18]=[C:19]([CH3:22])[CH:20]=[CH:21][C:16]=1[O:15][C:6]1[C:5]2[C:10](=[CH:11][C:12]([O:13][CH3:14])=[C:3]([O:2][CH3:1])[CH:4]=2)[N:9]=[CH:8][CH:7]=1. (5) Given the reactants [F:1][C:2]([F:44])([F:43])[C:3]1[CH:8]=[C:7]([NH:9][C:10](=[O:20])[C:11]2[CH:16]=[CH:15][C:14]([N+:17]([O-])=O)=[CH:13][CH:12]=2)[CH:6]=[CH:5][C:4]=1[C:21]1[CH:26]=[CH:25][C:24]([NH:27][C:28](=[O:38])[C:29]2[CH:34]=[CH:33][C:32]([N+:35]([O-])=O)=[CH:31][CH:30]=2)=[CH:23][C:22]=1[C:39]([F:42])([F:41])[F:40], predict the reaction product. The product is: [F:1][C:2]([F:43])([F:44])[C:3]1[CH:8]=[C:7]([NH:9][C:10](=[O:20])[C:11]2[CH:16]=[CH:15][C:14]([NH2:17])=[CH:13][CH:12]=2)[CH:6]=[CH:5][C:4]=1[C:21]1[CH:26]=[CH:25][C:24]([NH:27][C:28](=[O:38])[C:29]2[CH:34]=[CH:33][C:32]([NH2:35])=[CH:31][CH:30]=2)=[CH:23][C:22]=1[C:39]([F:42])([F:41])[F:40]. (6) Given the reactants [CH2:1]1[C:5]2=[C:6]3[C:7]([CH2:10][CH2:11]/[C:12]/3=[CH:13]\[CH2:14][NH:15][C:16](=[O:19])[CH2:17][CH3:18])=[N:8][CH:9]=[C:4]2[O:3][CH2:2]1, predict the reaction product. The product is: [CH2:1]1[C:5]2=[C:6]3[CH:12]([CH2:13][CH2:14][NH:15][C:16](=[O:19])[CH2:17][CH3:18])[CH2:11][CH2:10][C:7]3=[N:8][CH:9]=[C:4]2[O:3][CH2:2]1. (7) Given the reactants [NH2:1][C:2]1[C:11](=[O:12])[C:10]2[N:9]=[C:8]([CH:13]=O)[CH:7]=[CH:6][C:5]=2[C:4](=[O:15])[C:3]=1[Cl:16].[CH3:17][O:18][C:19](=[O:33])[C@H:20]([CH:22]([CH3:32])[C:23]1[C:31]2[C:26](=[CH:27][CH:28]=[CH:29][CH:30]=2)[NH:25][CH:24]=1)[NH2:21], predict the reaction product. The product is: [CH3:32][C:22]1[C:23]2[C:24](=[C:13]([C:8]3[CH:7]=[CH:6][C:5]4[C:4]([OH:15])=[C:3]([Cl:16])[C:2](=[NH:1])[C:11](=[O:12])[C:10]=4[N:9]=3)[NH:21][C:20]=1[C:19]([O:18][CH3:17])=[O:33])[N:25]=[C:26]1[C:31]=2[CH:30]=[CH:29][CH:28]=[CH:27]1. (8) Given the reactants C(OC(=O)[NH:7][C@H:8]([CH2:14][O:15][CH3:16])[CH2:9][C:10]([CH3:13])([CH3:12])[CH3:11])(C)(C)C.[C:18]([OH:24])([C:20]([F:23])([F:22])[F:21])=[O:19], predict the reaction product. The product is: [F:21][C:20]([F:23])([F:22])[C:18]([OH:24])=[O:19].[CH3:16][O:15][CH2:14][C@@H:8]([NH2:7])[CH2:9][C:10]([CH3:13])([CH3:12])[CH3:11]. (9) Given the reactants [F:1][C:2]1[C:11]([CH2:12][CH2:13][C:14]2[CH:15]=[N:16][C:17]([NH:20][C:21]3[CH:26]=[CH:25][C:24]([N:27]4[CH2:32][CH2:31][CH2:30][CH2:29][C:28]4=[O:33])=[CH:23][CH:22]=3)=[N:18][CH:19]=2)=[CH:10][C:5]([C:6]([O:8]C)=O)=[CH:4][C:3]=1[O:34][CH3:35].[OH-].[Na+].Cl.CN.[CH3:41][N:42](C(ON1N=NC2C=CC=NC1=2)=[N+](C)C)C.F[P-](F)(F)(F)(F)F.CCN(C(C)C)C(C)C, predict the reaction product. The product is: [F:1][C:2]1[C:11]([CH2:12][CH2:13][C:14]2[CH:19]=[N:18][C:17]([NH:20][C:21]3[CH:26]=[CH:25][C:24]([N:27]4[CH2:32][CH2:31][CH2:30][CH2:29][C:28]4=[O:33])=[CH:23][CH:22]=3)=[N:16][CH:15]=2)=[CH:10][C:5]([C:6]([NH:42][CH3:41])=[O:8])=[CH:4][C:3]=1[O:34][CH3:35].